Task: Predict the product of the given reaction.. Dataset: Forward reaction prediction with 1.9M reactions from USPTO patents (1976-2016) (1) Given the reactants [CH3:1][O:2][C:3]1[CH:4]=[C:5]([CH:7]=[C:8]([N+:10]([O-:12])=[O:11])[CH:9]=1)[NH2:6].[H-].[Na+].[CH3:15]I, predict the reaction product. The product is: [CH3:1][O:2][C:3]1[CH:4]=[C:5]([CH:7]=[C:8]([N+:10]([O-:12])=[O:11])[CH:9]=1)[NH:6][CH3:15]. (2) Given the reactants Cl[C:2]1[C:12]2[CH:11]=[C:10]([C:13]([O:15][CH3:16])=[O:14])[CH2:9][CH2:8][NH:7][C:6]=2[N:5]=[CH:4][N:3]=1.[Cl:17][C:18]1[CH:19]=[C:20]([CH:22]=[CH:23][C:24]=1[C:25]([N:27]1[CH2:31][CH2:30][C@@H:29]([O:32][CH2:33][CH:34]([CH3:36])[CH3:35])[CH2:28]1)=[O:26])[NH2:21], predict the reaction product. The product is: [Cl:17][C:18]1[CH:19]=[C:20]([NH:21][C:2]2[C:12]3[CH:11]=[C:10]([C:13]([O:15][CH3:16])=[O:14])[CH2:9][CH2:8][NH:7][C:6]=3[N:5]=[CH:4][N:3]=2)[CH:22]=[CH:23][C:24]=1[C:25]([N:27]1[CH2:31][CH2:30][C@@H:29]([O:32][CH2:33][CH:34]([CH3:35])[CH3:36])[CH2:28]1)=[O:26]. (3) Given the reactants [NH:1]1[C:9]2[C:4](=[CH:5][CH:6]=[CH:7][CH:8]=2)[C:3]([CH2:10][CH2:11][C:12]([OH:14])=[O:13])=[CH:2]1.[F:15]C1C=C2C(=CC=1)NC=C2.C(O)(=O)C=C.C(OC(=O)C)(=O)C, predict the reaction product. The product is: [F:15][C:6]1[CH:5]=[C:4]2[C:9](=[CH:8][CH:7]=1)[NH:1][CH:2]=[C:3]2[CH2:10][CH2:11][C:12]([OH:14])=[O:13]. (4) Given the reactants [C:1]1([N:7]([C:34]2[CH:39]=[CH:38][CH:37]=[CH:36][CH:35]=2)[CH2:8][C@H:9]([NH:14][C:15]([C:17]2[CH:18]=[C:19]3[C:23](=[CH:24][CH:25]=2)[NH:22][C:21]([C:26]2[CH:31]=[CH:30][N:29]=[C:28]([NH:32][CH3:33])[N:27]=2)=[CH:20]3)=[O:16])[C:10]([NH:12][NH2:13])=[O:11])[CH:6]=[CH:5][CH:4]=[CH:3][CH:2]=1.[C:40](Cl)(Cl)=[O:41].C1(C)C=CC=CC=1, predict the reaction product. The product is: [C:34]1([N:7]([C:1]2[CH:2]=[CH:3][CH:4]=[CH:5][CH:6]=2)[CH2:8][C@H:9]([NH:14][C:15]([C:17]2[CH:18]=[C:19]3[C:23](=[CH:24][CH:25]=2)[NH:22][C:21]([C:26]2[CH:31]=[CH:30][N:29]=[C:28]([NH:32][CH3:33])[N:27]=2)=[CH:20]3)=[O:16])[C:10]2[O:11][C:40](=[O:41])[NH:13][N:12]=2)[CH:35]=[CH:36][CH:37]=[CH:38][CH:39]=1. (5) The product is: [C:38]([NH:1][CH2:2][C@H:3]([NH:14][C:15](=[O:30])[C:16]1[CH:21]=[CH:20][C:19]([C:22]([N:24]2[CH2:28][CH2:27][CH2:26][CH2:25]2)=[O:23])=[C:18]([CH3:29])[CH:17]=1)[C:4]1[NH:8][C:7]2[CH:9]=[CH:10][C:11]([Cl:13])=[CH:12][C:6]=2[N:5]=1)(=[O:40])[CH3:39]. Given the reactants [NH2:1][CH2:2][C@H:3]([NH:14][C:15](=[O:30])[C:16]1[CH:21]=[CH:20][C:19]([C:22]([N:24]2[CH2:28][CH2:27][CH2:26][CH2:25]2)=[O:23])=[C:18]([CH3:29])[CH:17]=1)[C:4]1[NH:8][C:7]2[CH:9]=[CH:10][C:11]([Cl:13])=[CH:12][C:6]=2[N:5]=1.C(N(CC)CC)C.[C:38](OC(=O)C)(=[O:40])[CH3:39], predict the reaction product.